This data is from Full USPTO retrosynthesis dataset with 1.9M reactions from patents (1976-2016). The task is: Predict the reactants needed to synthesize the given product. (1) Given the product [OH:16][CH2:10][CH2:11][CH2:12][CH2:13][C:14]1[O:3][N:1]=[C:4]([C:5]([O:7][CH2:8][CH3:9])=[O:6])[CH:15]=1, predict the reactants needed to synthesize it. The reactants are: [N+:1]([CH2:4][C:5]([O:7][CH2:8][CH3:9])=[O:6])([O-:3])=O.[CH2:10]([OH:16])[CH2:11][CH2:12][CH2:13][C:14]#[CH:15].N12CCN(CC1)CC2. (2) Given the product [NH2:17][C:10]1[CH:11]=[C:12]([CH:15]=[CH:16][C:9]=1[NH:8][C:4]1[CH:5]=[CH:6][CH:7]=[C:2]([Br:1])[CH:3]=1)[C:13]#[N:14], predict the reactants needed to synthesize it. The reactants are: [Br:1][C:2]1[CH:3]=[C:4]([NH:8][C:9]2[CH:16]=[CH:15][C:12]([C:13]#[N:14])=[CH:11][C:10]=2[N+:17]([O-])=O)[CH:5]=[CH:6][CH:7]=1.C.O.NN. (3) The reactants are: Cl[C:2]1[NH:7][C:6](=[O:8])[N:5]([CH:9]([CH3:11])[CH3:10])[C:4](=[O:12])[CH:3]=1.[F:13][C:14]([F:24])([F:23])[C@@H:15]([C:17]1[CH:22]=[CH:21][CH:20]=[CH:19][CH:18]=1)[NH2:16].CN1C(=O)CCC1. Given the product [CH:9]([N:5]1[C:4](=[O:12])[CH:3]=[C:2]([NH:16][C@H:15]([C:17]2[CH:22]=[CH:21][CH:20]=[CH:19][CH:18]=2)[C:14]([F:13])([F:23])[F:24])[NH:7][C:6]1=[O:8])([CH3:11])[CH3:10], predict the reactants needed to synthesize it. (4) Given the product [OH:58][C:52]([C:54]([F:57])([F:56])[F:55])=[O:53].[C:1]([NH:4][CH2:5][CH:6]([NH2:44])[CH2:7][NH:8][C:9]1[CH:14]=[C:13]([NH:15][C:16]2[CH:21]=[C:20]([CH3:22])[CH:19]=[C:18]([CH3:23])[N:17]=2)[C:12]([C:24]([NH2:25])=[O:43])=[N:11][CH:10]=1)(=[O:3])[CH3:2], predict the reactants needed to synthesize it. The reactants are: [C:1]([NH:4][CH2:5][CH:6]([NH:44]C(=O)OC(C)(C)C)[CH2:7][NH:8][C:9]1[CH:10]=[N:11][C:12]([C:24](=[O:43])[NH:25]C(C2C=CC(OC)=CC=2)C2C=CC(OC)=CC=2)=[C:13]([NH:15][C:16]2[CH:21]=[C:20]([CH3:22])[CH:19]=[C:18]([CH3:23])[N:17]=2)[CH:14]=1)(=[O:3])[CH3:2].[C:52]([OH:58])([C:54]([F:57])([F:56])[F:55])=[O:53].C([SiH](CC)CC)C. (5) Given the product [F:31][C:30]([F:33])([F:32])[S:27]([O:1][C:2]1[CH:3]=[C:4]2[C:9](=[CH:10][CH:11]=1)[CH2:8][N:7]([C:12]([O:14][C:15]([CH3:18])([CH3:17])[CH3:16])=[O:13])[CH2:6][CH2:5]2)(=[O:28])=[O:26], predict the reactants needed to synthesize it. The reactants are: [OH:1][C:2]1[CH:3]=[C:4]2[C:9](=[CH:10][CH:11]=1)[CH2:8][N:7]([C:12]([O:14][C:15]([CH3:18])([CH3:17])[CH3:16])=[O:13])[CH2:6][CH2:5]2.CCN(CC)CC.[O:26](S(C(F)(F)F)(=O)=O)[S:27]([C:30]([F:33])([F:32])[F:31])(=O)=[O:28].O. (6) Given the product [Cl:8][C:6]1[N:5]=[N:4][C:3]([C:9]([O:11][CH2:12][CH3:13])=[O:10])=[C:2]([NH:25][C:20]2[CH:19]=[CH:18][C:17]([CH:14]([CH3:16])[CH3:15])=[C:22]([O:23][CH3:24])[N:21]=2)[CH:7]=1, predict the reactants needed to synthesize it. The reactants are: Cl[C:2]1[CH:7]=[C:6]([Cl:8])[N:5]=[N:4][C:3]=1[C:9]([O:11][CH2:12][CH3:13])=[O:10].[CH:14]([C:17]1[CH:18]=[CH:19][C:20]([NH2:25])=[N:21][C:22]=1[O:23][CH3:24])([CH3:16])[CH3:15]. (7) Given the product [F:1][C:2]1[CH:3]=[CH:4][C:5]([C:8]2[N:12]([CH2:13][CH2:14][C:15](=[O:18])[CH2:16][CH3:17])[N:11]=[C:10]([CH3:19])[C:9]=2[C:20]2[CH:21]=[CH:22][C:23]3[O:28][CH2:27][C:26](=[O:29])[NH:25][C:24]=3[CH:30]=2)=[CH:6][CH:7]=1, predict the reactants needed to synthesize it. The reactants are: [F:1][C:2]1[CH:7]=[CH:6][C:5]([C:8]2[N:12]([CH2:13][CH2:14][CH:15]([OH:18])[CH2:16][CH3:17])[N:11]=[C:10]([CH3:19])[C:9]=2[C:20]2[CH:21]=[CH:22][C:23]3[O:28][CH2:27][C:26](=[O:29])[NH:25][C:24]=3[CH:30]=2)=[CH:4][CH:3]=1.CC(OI1(OC(C)=O)(OC(C)=O)OC(=O)C2C1=CC=CC=2)=O.O.